From a dataset of Forward reaction prediction with 1.9M reactions from USPTO patents (1976-2016). Predict the product of the given reaction. Given the reactants [CH2:1]([O:3][C:4](=[O:16])[CH2:5][N:6]1[C:14]2[C:9](=[CH:10][CH:11]=[C:12]([OH:15])[CH:13]=2)[CH:8]=[CH:7]1)[CH3:2].[CH3:17][N:18]1[C:22]([CH2:23][CH2:24][CH2:25]O)=[CH:21][C:20]([C:27]2[CH:32]=[CH:31][C:30]([O:33][C:34]([F:37])([F:36])[F:35])=[CH:29][CH:28]=2)=[N:19]1.CN(C)C(N=NC(N(C)C)=O)=O.C(P(CCCC)CCCC)CCC, predict the reaction product. The product is: [CH2:1]([O:3][C:4](=[O:16])[CH2:5][N:6]1[C:14]2[C:9](=[CH:10][CH:11]=[C:12]([O:15][CH2:25][CH2:24][CH2:23][C:22]3[N:18]([CH3:17])[N:19]=[C:20]([C:27]4[CH:32]=[CH:31][C:30]([O:33][C:34]([F:36])([F:37])[F:35])=[CH:29][CH:28]=4)[CH:21]=3)[CH:13]=2)[CH:8]=[CH:7]1)[CH3:2].